Dataset: Protein-peptide binding for MDM2, ACE2, and 12ca5 with 34 validated binders. Task: Binary Classification. Given protein and peptide amino acid sequences, predict whether they interact or not. (1) The peptide is AAFAAYWNALSAK. The protein target is MDM2 with sequence MCNTNMSVPTDGAVTTSQIPASEQETLVRPKPLLLKLLKSVGAQKDTYTMKEVLFYLGQYIMTKRLYDEKQQHIVYCSNDLLGDLFGVPSFSVKEHRKIYTMIYRNLVVVNQQESSDSGTSVSENRCHLEGGSDQKDLVQELQEEKPSSSHLVSRPSTSSRRRAISETEENSDELSGERQRKRHKSDSISLSFDESLALCVIREICCERSSSSESTGTPSNPDLDAGVSEHSGDWLDQDSVSDQFSVEFEVESLDSEDYSLSEEGQELSDEDDEVYQVTVYQAGESDTDSFEEDPEISLADYWKCTSCNEMNPPLPSHCNRCWALRENWLPEDKGKDKGEISEKAKLENSTQAEEGFDVPDCKKTIVNDSRESCVEENDDKITQASQSQESEDYSQPSTSSSIIYSSQEDVKEFEREETQDKEESVESSLPLNAIEPCVICQGRPKNGCIVHGKTGHLMACFTCAKKLKKRNKPCPVCRQPIQMIVLTYFP. (2) The protein target is MDM2 with sequence MCNTNMSVPTDGAVTTSQIPASEQETLVRPKPLLLKLLKSVGAQKDTYTMKEVLFYLGQYIMTKRLYDEKQQHIVYCSNDLLGDLFGVPSFSVKEHRKIYTMIYRNLVVVNQQESSDSGTSVSENRCHLEGGSDQKDLVQELQEEKPSSSHLVSRPSTSSRRRAISETEENSDELSGERQRKRHKSDSISLSFDESLALCVIREICCERSSSSESTGTPSNPDLDAGVSEHSGDWLDQDSVSDQFSVEFEVESLDSEDYSLSEEGQELSDEDDEVYQVTVYQAGESDTDSFEEDPEISLADYWKCTSCNEMNPPLPSHCNRCWALRENWLPEDKGKDKGEISEKAKLENSTQAEEGFDVPDCKKTIVNDSRESCVEENDDKITQASQSQESEDYSQPSTSSSIIYSSQEDVKEFEREETQDKEESVESSLPLNAIEPCVICQGRPKNGCIVHGKTGHLMACFTCAKKLKKRNKPCPVCRQPIQMIVLTYFP. The peptide is ASFAAYWAALSPK. (3) The protein target is MDM2 with sequence MCNTNMSVPTDGAVTTSQIPASEQETLVRPKPLLLKLLKSVGAQKDTYTMKEVLFYLGQYIMTKRLYDEKQQHIVYCSNDLLGDLFGVPSFSVKEHRKIYTMIYRNLVVVNQQESSDSGTSVSENRCHLEGGSDQKDLVQELQEEKPSSSHLVSRPSTSSRRRAISETEENSDELSGERQRKRHKSDSISLSFDESLALCVIREICCERSSSSESTGTPSNPDLDAGVSEHSGDWLDQDSVSDQFSVEFEVESLDSEDYSLSEEGQELSDEDDEVYQVTVYQAGESDTDSFEEDPEISLADYWKCTSCNEMNPPLPSHCNRCWALRENWLPEDKGKDKGEISEKAKLENSTQAEEGFDVPDCKKTIVNDSRESCVEENDDKITQASQSQESEDYSQPSTSSSIIYSSQEDVKEFEREETQDKEESVESSLPLNAIEPCVICQGRPKNGCIVHGKTGHLMACFTCAKKLKKRNKPCPVCRQPIQMIVLTYFP. The peptide is LTTEHYWAQFTSK. (4) The protein target is MDM2 with sequence MCNTNMSVPTDGAVTTSQIPASEQETLVRPKPLLLKLLKSVGAQKDTYTMKEVLFYLGQYIMTKRLYDEKQQHIVYCSNDLLGDLFGVPSFSVKEHRKIYTMIYRNLVVVNQQESSDSGTSVSENRCHLEGGSDQKDLVQELQEEKPSSSHLVSRPSTSSRRRAISETEENSDELSGERQRKRHKSDSISLSFDESLALCVIREICCERSSSSESTGTPSNPDLDAGVSEHSGDWLDQDSVSDQFSVEFEVESLDSEDYSLSEEGQELSDEDDEVYQVTVYQAGESDTDSFEEDPEISLADYWKCTSCNEMNPPLPSHCNRCWALRENWLPEDKGKDKGEISEKAKLENSTQAEEGFDVPDCKKTIVNDSRESCVEENDDKITQASQSQESEDYSQPSTSSSIIYSSQEDVKEFEREETQDKEESVESSLPLNAIEPCVICQGRPKNGCIVHGKTGHLMACFTCAKKLKKRNKPCPVCRQPIQMIVLTYFP. The peptide is LTWEHYLAQTTSK. (5) The protein target is MDM2 with sequence MCNTNMSVPTDGAVTTSQIPASEQETLVRPKPLLLKLLKSVGAQKDTYTMKEVLFYLGQYIMTKRLYDEKQQHIVYCSNDLLGDLFGVPSFSVKEHRKIYTMIYRNLVVVNQQESSDSGTSVSENRCHLEGGSDQKDLVQELQEEKPSSSHLVSRPSTSSRRRAISETEENSDELSGERQRKRHKSDSISLSFDESLALCVIREICCERSSSSESTGTPSNPDLDAGVSEHSGDWLDQDSVSDQFSVEFEVESLDSEDYSLSEEGQELSDEDDEVYQVTVYQAGESDTDSFEEDPEISLADYWKCTSCNEMNPPLPSHCNRCWALRENWLPEDKGKDKGEISEKAKLENSTQAEEGFDVPDCKKTIVNDSRESCVEENDDKITQASQSQESEDYSQPSTSSSIIYSSQEDVKEFEREETQDKEESVESSLPLNAIEPCVICQGRPKNGCIVHGKTGHLMACFTCAKKLKKRNKPCPVCRQPIQMIVLTYFP. The peptide is TSFAEYWNALSPK. (6) The protein target is ACE2 with sequence MSSSSWLLLSLVAVTAAQSTIEEQAKTFLDKFNHEAEDLFYQSSLASWNYNTNITEENVQNMNNAGDKWSAFLKEQSTLAQMYPLQEIQNLTVKLQLQALQQNGSSVLSEDKSKRLNTILNTMSTIYSTGKVCNPDNPQECLLLEPGLNEIMANSLDYNERLWAWESWRSEVGKQLRPLYEEYVVLKNEMARANHYEDYGDYWRGDYEVNGVDGYDYSRGQLIEDVEHTFEEIKPLYEHLHAYVRAKLMNAYPSYISPIGCLPAHLLGDMWGRFWTNLYSLTVPFGQKPNIDVTDAMVDQAWDAQRIFKEAEKFFVSVGLPNMTQGFWENSMLTDPGNVQKAVCHPTAWDLGKGDFRILMCTKVTMDDFLTAHHEMGHIQYDMAYAAQPFLLRNGANEGFHEAVGEIMSLSAATPKHLKSIGLLSPDFQEDNETEINFLLKQALTIVGTLPFTYMLEKWRWMVFKGEIPKDQWMKKWWEMKREIVGVVEPVPHDETYCDP.... The peptide is YNVGLYTSMEKYK. (7) The protein target is MDM2 with sequence MCNTNMSVPTDGAVTTSQIPASEQETLVRPKPLLLKLLKSVGAQKDTYTMKEVLFYLGQYIMTKRLYDEKQQHIVYCSNDLLGDLFGVPSFSVKEHRKIYTMIYRNLVVVNQQESSDSGTSVSENRCHLEGGSDQKDLVQELQEEKPSSSHLVSRPSTSSRRRAISETEENSDELSGERQRKRHKSDSISLSFDESLALCVIREICCERSSSSESTGTPSNPDLDAGVSEHSGDWLDQDSVSDQFSVEFEVESLDSEDYSLSEEGQELSDEDDEVYQVTVYQAGESDTDSFEEDPEISLADYWKCTSCNEMNPPLPSHCNRCWALRENWLPEDKGKDKGEISEKAKLENSTQAEEGFDVPDCKKTIVNDSRESCVEENDDKITQASQSQESEDYSQPSTSSSIIYSSQEDVKEFEREETQDKEESVESSLPLNAIEPCVICQGRPKNGCIVHGKTGHLMACFTCAKKLKKRNKPCPVCRQPIQMIVLTYFP. The peptide is TSFAEYWNALSAK.